This data is from Full USPTO retrosynthesis dataset with 1.9M reactions from patents (1976-2016). The task is: Predict the reactants needed to synthesize the given product. (1) Given the product [Cl:1][C:2]1[CH:3]=[CH:4][C:5]([CH2:6][C:7]2[N:8]=[C:9]([C:19]3[CH:20]=[CH:21][N:22]=[CH:23][CH:24]=3)[S:10][C:11]=2[C:12]2[CH:13]=[CH:14][N:28]=[C:29]([NH2:31])[N:30]=2)=[CH:25][CH:26]=1, predict the reactants needed to synthesize it. The reactants are: [Cl:1][C:2]1[CH:26]=[CH:25][C:5]([CH2:6][C:7]2[N:8]=[C:9]([C:19]3[CH:24]=[CH:23][N:22]=[CH:21][CH:20]=3)[S:10][C:11]=2[C:12](=O)/[CH:13]=[CH:14]/N(C)C)=[CH:4][CH:3]=1.Cl.[NH2:28][C:29]([NH2:31])=[NH:30].[O-]CC.[Na+]. (2) Given the product [F:1][C:2]1[CH:3]=[C:4]([CH:5]2[CH:16]([C:15]([NH:32][C:31]3[CH:33]=[CH:34][CH:35]=[C:29]([O:28][CH3:27])[CH:30]=3)=[O:26])[C:17]3[C:18](=[CH:22][CH:23]=[CH:24][CH:25]=3)[C:19](=[O:21])[N:14]2[CH2:13][CH2:12][O:11][CH3:10])[CH:7]=[CH:8][CH:9]=1, predict the reactants needed to synthesize it. The reactants are: [F:1][C:2]1[CH:3]=[C:4]([CH:7]=[CH:8][CH:9]=1)[CH:5]=O.[CH3:10][O:11][CH2:12][CH2:13][NH2:14].[C:15]1(=[O:26])[O:21][C:19](=O)[C:18]2=[CH:22][CH:23]=[CH:24][CH:25]=[C:17]2[CH2:16]1.[CH3:27][O:28][C:29]1[CH:30]=[C:31]([CH:33]=[CH:34][CH:35]=1)[NH2:32]. (3) Given the product [S:1]1[C:5]2[CH:6]=[CH:7][CH:8]=[CH:9][C:4]=2[N:3]=[C:2]1[C:10]1[C:15]([Br:22])=[CH:14][N:13]=[C:12]([NH:16][C:17]([NH:19][CH2:20][CH3:21])=[O:18])[CH:11]=1, predict the reactants needed to synthesize it. The reactants are: [S:1]1[C:5]2[CH:6]=[CH:7][CH:8]=[CH:9][C:4]=2[N:3]=[C:2]1[C:10]1[CH:15]=[CH:14][N:13]=[C:12]([NH:16][C:17]([NH:19][CH2:20][CH3:21])=[O:18])[CH:11]=1.[Br:22]N1C(=O)CCC1=O. (4) Given the product [NH2:1][C:2]1[CH:10]=[CH:9][C:8]([C:11]([F:12])([F:13])[F:14])=[CH:7][C:3]=1[C:4]([O:6][CH3:20])=[O:5], predict the reactants needed to synthesize it. The reactants are: [NH2:1][C:2]1[CH:10]=[CH:9][C:8]([C:11]([F:14])([F:13])[F:12])=[CH:7][C:3]=1[C:4]([OH:6])=[O:5].OS(O)(=O)=O.[CH3:20]O. (5) Given the product [C:18]([N:16]1[CH2:17][C@H:13]([NH:12][S:9]([C:3]2[CH:4]=[C:5]([Br:8])[CH:6]=[CH:7][C:2]=2[Br:1])(=[O:11])=[O:10])[CH2:14][C@@H:15]1[CH2:25][NH:26][C:27](=[O:32])[C:28]([CH3:29])([CH3:31])[CH3:30])#[N:36], predict the reactants needed to synthesize it. The reactants are: [Br:1][C:2]1[CH:7]=[CH:6][C:5]([Br:8])=[CH:4][C:3]=1[S:9]([NH:12][C@H:13]1[CH2:17][N:16]([C:18](OC(C)(C)C)=O)[C@@H:15]([CH2:25][NH:26][C:27](=[O:32])[C:28]([CH3:31])([CH3:30])[CH3:29])[CH2:14]1)(=[O:11])=[O:10].Cl.CC[N:36](C(C)C)C(C)C.N#CBr.C(O)C(N)(CO)CO. (6) Given the product [CH3:11][O:12][C@@H:13]1[CH2:18][CH2:17][CH2:16][C@H:15]([O:34][C:21]2[C:26]([N+:27]([O-:29])=[O:28])=[CH:25][CH:24]=[CH:23][N:22]=2)[CH2:14]1, predict the reactants needed to synthesize it. The reactants are: [Li+].C[Si]([N-][Si](C)(C)C)(C)C.[CH3:11][O:12][C@H:13]1[CH2:18][CH2:17][C@H:16](O)[CH2:15][CH2:14]1.F[C:21]1[C:26]([N+:27]([O-:29])=[O:28])=[CH:25][CH:24]=[CH:23][N:22]=1.Cl.C1C[O:34]CC1.